Dataset: NCI-60 drug combinations with 297,098 pairs across 59 cell lines. Task: Regression. Given two drug SMILES strings and cell line genomic features, predict the synergy score measuring deviation from expected non-interaction effect. (1) Drug 2: CCC1(C2=C(COC1=O)C(=O)N3CC4=CC5=C(C=CC(=C5CN(C)C)O)N=C4C3=C2)O.Cl. Cell line: DU-145. Synergy scores: CSS=31.6, Synergy_ZIP=3.53, Synergy_Bliss=-1.34, Synergy_Loewe=-45.2, Synergy_HSA=-2.50. Drug 1: CC1=C(C=C(C=C1)NC2=NC=CC(=N2)N(C)C3=CC4=NN(C(=C4C=C3)C)C)S(=O)(=O)N.Cl. (2) Drug 1: C1=CC(=CC=C1CCC2=CNC3=C2C(=O)NC(=N3)N)C(=O)NC(CCC(=O)O)C(=O)O. Drug 2: C1=CC(=CC=C1C#N)C(C2=CC=C(C=C2)C#N)N3C=NC=N3. Cell line: TK-10. Synergy scores: CSS=44.0, Synergy_ZIP=1.60, Synergy_Bliss=0.103, Synergy_Loewe=-4.52, Synergy_HSA=0.200. (3) Drug 1: CCC1(CC2CC(C3=C(CCN(C2)C1)C4=CC=CC=C4N3)(C5=C(C=C6C(=C5)C78CCN9C7C(C=CC9)(C(C(C8N6C=O)(C(=O)OC)O)OC(=O)C)CC)OC)C(=O)OC)O.OS(=O)(=O)O. Drug 2: C(CC(=O)O)C(=O)CN.Cl. Cell line: RPMI-8226. Synergy scores: CSS=10.4, Synergy_ZIP=-3.04, Synergy_Bliss=4.33, Synergy_Loewe=5.95, Synergy_HSA=4.66.